Task: Predict the product of the given reaction.. Dataset: Forward reaction prediction with 1.9M reactions from USPTO patents (1976-2016) The product is: [CH:11]([N:10]1[C:4]2[CH:3]=[C:2]([NH:41][C:39]3[CH:38]=[CH:37][N:36]=[C:35]([N:32]4[CH2:31][CH2:30][CH:29]([O:28][CH3:27])[CH2:34][CH2:33]4)[N:40]=3)[N:7]=[CH:6][C:5]=2[CH:8]=[C:9]1[C:14]1[CH:18]=[N:17][NH:16][CH:15]=1)([CH3:13])[CH3:12]. Given the reactants Br[C:2]1[N:7]=[CH:6][C:5]2[CH:8]=[C:9]([C:14]3[CH:15]=[N:16][N:17](COCC[Si](C)(C)C)[CH:18]=3)[N:10]([CH:11]([CH3:13])[CH3:12])[C:4]=2[CH:3]=1.[CH3:27][O:28][CH:29]1[CH2:34][CH2:33][N:32]([C:35]2[N:40]=[C:39]([NH2:41])[CH:38]=[CH:37][N:36]=2)[CH2:31][CH2:30]1.CC1(C)C2C(=C(P(C3C=CC=CC=3)C3C=CC=CC=3)C=CC=2)OC2C(P(C3C=CC=CC=3)C3C=CC=CC=3)=CC=CC1=2.C(=O)([O-])[O-].[Cs+].[Cs+], predict the reaction product.